This data is from Reaction yield outcomes from USPTO patents with 853,638 reactions. The task is: Predict the reaction yield, written as a fraction of the theoretical maximum amount of product (1.0 means a 100% yield; for example, 0.34 means a 34% yield). (1) The reactants are Cl[C:2]1[N:3]=[N:4][C:5]([C:14]2[CH:19]=[CH:18][CH:17]=[CH:16][CH:15]=2)=[CH:6][C:7]=1[C:8]1[CH:13]=[CH:12][CH:11]=[CH:10][CH:9]=1.[N:20]1[CH:25]=[CH:24][CH:23]=[N:22][C:21]=1[N:26]1[CH2:31][CH2:30][NH:29][CH2:28][CH2:27]1. No catalyst specified. The product is [C:8]1([C:7]2[CH:6]=[C:5]([C:14]3[CH:19]=[CH:18][CH:17]=[CH:16][CH:15]=3)[N:4]=[N:3][C:2]=2[N:29]2[CH2:30][CH2:31][N:26]([C:21]3[N:20]=[CH:25][CH:24]=[CH:23][N:22]=3)[CH2:27][CH2:28]2)[CH:13]=[CH:12][CH:11]=[CH:10][CH:9]=1. The yield is 0.811. (2) The reactants are [Cl:1][C:2]1[CH:3]=[CH:4][C:5]([O:25][CH:26]([F:28])[F:27])=[C:6]([C:8]2[C:12]([NH:13][C:14]([C:16]3[CH:17]=[N:18][N:19]4[CH:24]=[CH:23][CH:22]=[N:21][C:20]=34)=[O:15])=[CH:11][NH:10][N:9]=2)[CH:7]=1.C([O-])([O-])=O.[Cs+].[Cs+].CS(O[CH2:40][CH:41]=[C:42]1[CH2:51][CH2:50][C:45]2([O:49][CH2:48][CH2:47][O:46]2)[CH2:44][CH2:43]1)(=O)=O. The catalyst is CN(C)C=O. The product is [Cl:1][C:2]1[CH:3]=[CH:4][C:5]([O:25][CH:26]([F:28])[F:27])=[C:6]([C:8]2[C:12]([NH:13][C:14]([C:16]3[CH:17]=[N:18][N:19]4[CH:24]=[CH:23][CH:22]=[N:21][C:20]=34)=[O:15])=[CH:11][N:10]([CH2:40][CH:41]=[C:42]3[CH2:51][CH2:50][C:45]4([O:46][CH2:47][CH2:48][O:49]4)[CH2:44][CH2:43]3)[N:9]=2)[CH:7]=1. The yield is 0.750. (3) The reactants are [OH-].[Na+].[CH2:3]([O:14][C:15]1[CH:24]=[CH:23][C:18]([C:19]([O:21]C)=[O:20])=[CH:17][CH:16]=1)[CH2:4][CH2:5]/[CH:6]=[CH:7]\[CH2:8][CH2:9][CH2:10][CH2:11][CH2:12][CH3:13]. The catalyst is CO. The product is [CH2:3]([O:14][C:15]1[CH:16]=[CH:17][C:18]([C:19]([OH:21])=[O:20])=[CH:23][CH:24]=1)[CH2:4][CH2:5]/[CH:6]=[CH:7]\[CH2:8][CH2:9][CH2:10][CH2:11][CH2:12][CH3:13]. The yield is 0.980.